Task: Predict the product of the given reaction.. Dataset: Forward reaction prediction with 1.9M reactions from USPTO patents (1976-2016) (1) Given the reactants [C:1]([C:3]1[CH:34]=[CH:33][C:6]([CH2:7][C:8]([CH2:21][CH2:22][C:23]2[CH:28]=[CH:27][C:26]([C:29]([O:31][CH3:32])=[O:30])=[CH:25][CH:24]=2)(C(OCC=C)=O)[C:9]([O:11]CC=C)=[O:10])=[CH:5][CH:4]=1)#[N:2].C1(P(C2C=CC=CC=2)C2C=CC=CC=2)C=CC=CC=1.C(N(CC)CC)C.C(O)=O, predict the reaction product. The product is: [C:9]([CH:8]([CH2:7][C:6]1[CH:5]=[CH:4][C:3]([C:1]#[N:2])=[CH:34][CH:33]=1)[CH2:21][CH2:22][C:23]1[CH:28]=[CH:27][C:26]([C:29]([O:31][CH3:32])=[O:30])=[CH:25][CH:24]=1)([OH:11])=[O:10]. (2) Given the reactants [Cl:1][C:2]1[CH:7]=[C:6]([Cl:8])[C:5]([N+:9]([O-:11])=[O:10])=[CH:4][C:3]=1[CH2:12]Cl.[CH3:14][O-:15].[Na+], predict the reaction product. The product is: [Cl:1][C:2]1[CH:7]=[C:6]([Cl:8])[C:5]([N+:9]([O-:11])=[O:10])=[CH:4][C:3]=1[CH2:12][O:15][CH3:14]. (3) Given the reactants [CH:1]1([N:7]([CH:11]2[CH2:16][CH2:15][CH2:14][CH2:13][CH2:12]2)[C:8](Cl)=[O:9])[CH2:6][CH2:5][CH2:4][CH2:3][CH2:2]1.[CH2:17]([NH:21][C:22]([NH2:24])=[O:23])[CH2:18][CH2:19][CH3:20], predict the reaction product. The product is: [CH:1]1([N:7]([CH:11]2[CH2:16][CH2:15][CH2:14][CH2:13][CH2:12]2)[C:8]([NH:24][C:22]([NH:21][CH2:17][CH2:18][CH2:19][CH3:20])=[O:23])=[O:9])[CH2:6][CH2:5][CH2:4][CH2:3][CH2:2]1. (4) Given the reactants [CH3:1][O:2][C:3](=[O:15])[CH:4]([NH:8][C:9](=[O:14])[C:10]([CH3:13])([CH3:12])[CH3:11])[CH:5](O)[CH3:6].CCN(S(F)(F)F)CC.C([O-])([O-])=O.[K+].[K+].C([O-])(O)=O.[Na+], predict the reaction product. The product is: [CH3:1][O:2][C:3]([CH:4]1[CH:5]([CH3:6])[O:14][C:9]([C:10]([CH3:13])([CH3:12])[CH3:11])=[N:8]1)=[O:15]. (5) Given the reactants [NH2:1][CH:2]1[C:11]2[C:6](=[CH:7][CH:8]=[C:9]([NH:12][C:13]([C:15]3[C:24](=[O:25])[C:23]4[C:18](=[CH:19][CH:20]=[CH:21][CH:22]=4)[NH:17][CH:16]=3)=[O:14])[CH:10]=2)[CH2:5][CH2:4][CH2:3]1.[CH:26]([O:28][CH2:29][CH3:30])=[O:27], predict the reaction product. The product is: [CH2:29]([O:28][C:26]([NH:1][CH:2]1[C:11]2[C:6](=[CH:7][CH:8]=[C:9]([NH:12][C:13]([C:15]3[C:24](=[O:25])[C:23]4[C:18](=[CH:19][CH:20]=[CH:21][CH:22]=4)[NH:17][CH:16]=3)=[O:14])[CH:10]=2)[CH2:5][CH2:4][CH2:3]1)=[O:27])[CH3:30]. (6) Given the reactants [C:1]([O:5][C:6]([NH:8][CH2:9][CH2:10][CH2:11][O:12][CH2:13][CH2:14][CH2:15][CH2:16][CH2:17][O:18][C:19]1[CH:27]=[CH:26][C:22]([C:23]([O-:25])=[O:24])=[CH:21][CH:20]=1)=[O:7])([CH3:4])([CH3:3])[CH3:2].[OH-].[Li+].Cl, predict the reaction product. The product is: [C:1]([O:5][C:6]([NH:8][CH2:9][CH2:10][CH2:11][O:12][CH2:13][CH2:14][CH2:15][CH2:16][CH2:17][O:18][C:19]1[CH:20]=[CH:21][C:22]([C:23]([OH:25])=[O:24])=[CH:26][CH:27]=1)=[O:7])([CH3:4])([CH3:2])[CH3:3]. (7) Given the reactants [C:1]([O:5][C:6]([N:8]([CH2:26][C:27]([O:29][C:30]([CH3:33])([CH3:32])[CH3:31])=[O:28])[C:9]1[CH:14]=[CH:13][CH:12]=[C:11]([CH2:15][NH:16][S:17]([C:20]2[CH:25]=[CH:24][CH:23]=[CH:22][N:21]=2)(=[O:19])=[O:18])[N:10]=1)=[O:7])([CH3:4])([CH3:3])[CH3:2].[CH3:34][C:35]([C:42]1[CH:49]=[CH:48][C:45]([CH2:46]O)=[CH:44][CH:43]=1)([CH3:41])[CH2:36][CH2:37][CH:38]([CH3:40])[CH3:39].C(P(CCCC)CCCC)CCC.CN(C)C(N=NC(N(C)C)=O)=O, predict the reaction product. The product is: [C:1]([O:5][C:6]([N:8]([CH2:26][C:27]([O:29][C:30]([CH3:33])([CH3:32])[CH3:31])=[O:28])[C:9]1[CH:14]=[CH:13][CH:12]=[C:11]([CH:15]([CH2:46][C:45]2[CH:48]=[CH:49][C:42]([C:35]([CH3:34])([CH3:41])[CH2:36][CH2:37][CH:38]([CH3:39])[CH3:40])=[CH:43][CH:44]=2)[NH:16][S:17]([C:20]2[CH:25]=[CH:24][CH:23]=[CH:22][N:21]=2)(=[O:19])=[O:18])[N:10]=1)=[O:7])([CH3:4])([CH3:3])[CH3:2]. (8) Given the reactants [Cl:1][C:2]1[CH:7]=[C:6]([Cl:8])[CH:5]=[CH:4][C:3]=1[CH:9]1[CH2:12][CH2:11][CH:10]1[NH:13]C=O.Cl, predict the reaction product. The product is: [Cl:1][C:2]1[CH:7]=[C:6]([Cl:8])[CH:5]=[CH:4][C:3]=1[C@@H:9]1[CH2:12][CH2:11][C@@H:10]1[NH2:13].